This data is from Catalyst prediction with 721,799 reactions and 888 catalyst types from USPTO. The task is: Predict which catalyst facilitates the given reaction. (1) The catalyst class is: 89. Product: [OH:1][CH2:2][C:3]1([CH3:30])[S:9][CH2:8][CH2:7][N:6]2[C:10]([C:13]3([C:16]4[CH:21]=[CH:20][C:19]([C:22]5[CH:29]=[CH:28][C:25]([C:26]([NH2:27])=[O:34])=[CH:24][N:23]=5)=[CH:18][CH:17]=4)[CH2:15][CH2:14]3)=[N:11][N:12]=[C:5]2[CH2:4]1. Reactant: [OH:1][CH2:2][C:3]1([CH3:30])[S:9][CH2:8][CH2:7][N:6]2[C:10]([C:13]3([C:16]4[CH:21]=[CH:20][C:19]([C:22]5[CH:29]=[CH:28][C:25]([C:26]#[N:27])=[CH:24][N:23]=5)=[CH:18][CH:17]=4)[CH2:15][CH2:14]3)=[N:11][N:12]=[C:5]2[CH2:4]1.CO.C(=O)([O-])[OH:34].[Na+]. (2) Reactant: [CH3:1][N:2]1[CH:6]=[CH:5][C:4]([C:7]2[S:8][C:9]([CH:12]=[O:13])=[CH:10][N:11]=2)=[N:3]1.[CH2:14]([Mg]Br)[CH3:15].C(OCC)C.CO.C(Cl)Cl. Product: [CH3:1][N:2]1[CH:6]=[CH:5][C:4]([C:7]2[S:8][C:9]([CH:12]([OH:13])[CH2:14][CH3:15])=[CH:10][N:11]=2)=[N:3]1. The catalyst class is: 1. (3) Reactant: [CH2:1]([O:3][C:4](=[O:25])[C:5]1[CH:10]=[CH:9][C:8]([O:11][CH3:12])=[C:7]([S:13][C:14]2[C:22]3[C:17](=[CH:18][C:19]([Cl:23])=[CH:20][CH:21]=3)[NH:16][C:15]=2[CH3:24])[CH:6]=1)[CH3:2].C(=O)([O-])[O-].[K+].[K+].Br[C:33]1[CH:34]=[N:35][CH:36]=[CH:37][CH:38]=1. Product: [CH2:1]([O:3][C:4](=[O:25])[C:5]1[CH:10]=[CH:9][C:8]([O:11][CH3:12])=[C:7]([S:13][C:14]2[C:22]3[C:17](=[CH:18][C:19]([Cl:23])=[CH:20][CH:21]=3)[N:16]([C:33]3[CH:34]=[N:35][CH:36]=[CH:37][CH:38]=3)[C:15]=2[CH3:24])[CH:6]=1)[CH3:2]. The catalyst class is: 3.